From a dataset of Catalyst prediction with 721,799 reactions and 888 catalyst types from USPTO. Predict which catalyst facilitates the given reaction. (1) Reactant: [C:1]([C:5]1[CH:10]=[CH:9][C:8]([S:11]([NH:14][C:15]2[CH:20]=[C:19]([F:21])[C:18]([Cl:22])=[CH:17][C:16]=2[C:23]2[N:27]([CH3:28])[C:26]([CH:29]3CCC[O:31][CH2:30]3)=[N:25][N:24]=2)(=[O:13])=[O:12])=[CH:7][CH:6]=1)([CH3:4])([CH3:3])[CH3:2].[H-].[Al+3].[Li+].[H-].[H-].[H-].OS(O)(=O)=O. Product: [C:1]([C:5]1[CH:10]=[CH:9][C:8]([S:11]([NH:14][C:15]2[CH:20]=[C:19]([F:21])[C:18]([Cl:22])=[CH:17][C:16]=2[C:23]2[N:27]([CH3:28])[C:26]([CH2:29][CH2:30][OH:31])=[N:25][N:24]=2)(=[O:13])=[O:12])=[CH:7][CH:6]=1)([CH3:4])([CH3:2])[CH3:3]. The catalyst class is: 5. (2) Reactant: [CH3:1][O:2][C:3]1[CH:29]=[CH:28][C:6]2[CH2:7][O:8][C:9](=[O:27])[N:10]([CH2:11][CH2:12][N:13]3[CH2:18][CH2:17][CH:16]([NH:19]C(=O)OC(C)(C)C)[CH2:15][CH2:14]3)[C:5]=2[CH:4]=1.FC(F)(F)C(O)=O. Product: [NH2:19][CH:16]1[CH2:15][CH2:14][N:13]([CH2:12][CH2:11][N:10]2[C:5]3[CH:4]=[C:3]([O:2][CH3:1])[CH:29]=[CH:28][C:6]=3[CH2:7][O:8][C:9]2=[O:27])[CH2:18][CH2:17]1. The catalyst class is: 4. (3) Reactant: C(OC(=O)CS(C1C=CC([O:15][CH2:16][CH2:17][CH:18]([CH3:20])[CH3:19])=CC=1)(=O)=O)C.ClCCN(CCCl)CC1C=CC=CC=1.[CH2:36]([O:38][C:39]([C:41]1([S:54]([C:57]2[CH:62]=[CH:61][C:60](OCCC(C)C)=[CH:59][CH:58]=2)(=[O:56])=[O:55])[CH2:46][CH2:45][N:44]([CH2:47][C:48]2[CH:53]=[CH:52][CH:51]=[CH:50][CH:49]=2)[CH2:43][CH2:42]1)=[O:40])[CH3:37]. Product: [CH2:36]([O:38][C:39]([C:41]1([S:54]([C:57]2[CH:62]=[CH:61][CH:60]=[CH:59][C:58]=2[O:15][CH2:16][CH2:17][CH:18]([CH3:20])[CH3:19])(=[O:56])=[O:55])[CH2:46][CH2:45][N:44]([CH2:47][C:48]2[CH:53]=[CH:52][CH:51]=[CH:50][CH:49]=2)[CH2:43][CH2:42]1)=[O:40])[CH3:37]. The catalyst class is: 702. (4) Reactant: Cl[S:2]([NH:5][C:6](=[O:11])[O:7][CH2:8][CH2:9]Cl)(=[O:4])=[O:3].[CH2:12]([C@H:14]1[C@@H:18]([C:19]2[N:23]3[C:24]4[CH:30]=[CH:29][N:28]([S:31]([C:34]5[CH:40]=[CH:39][C:37]([CH3:38])=[CH:36][CH:35]=5)(=[O:33])=[O:32])[C:25]=4[N:26]=[CH:27][C:22]3=[N:21][N:20]=2)[CH2:17][C@@H:16]([NH2:41])[CH2:15]1)[CH3:13]. Product: [CH2:12]([C@H:14]1[C@@H:18]([C:19]2[N:23]3[C:24]4[CH:30]=[CH:29][N:28]([S:31]([C:34]5[CH:35]=[CH:36][C:37]([CH3:38])=[CH:39][CH:40]=5)(=[O:33])=[O:32])[C:25]=4[N:26]=[CH:27][C:22]3=[N:21][N:20]=2)[CH2:17][C@@H:16]([NH:41][S:2]([N:5]2[CH2:9][CH2:8][O:7][C:6]2=[O:11])(=[O:4])=[O:3])[CH2:15]1)[CH3:13]. The catalyst class is: 2. (5) Reactant: [CH2:1]([C:3]1[CH:8]=[C:7]([C:9]2[N:13]=[C:12]([C:14]3[CH:15]=[N:16][C:17]([N:21]([CH:23]([CH3:25])[CH3:24])[CH3:22])=[C:18]([CH3:20])[CH:19]=3)[O:11][N:10]=2)[CH:6]=[C:5]([CH3:26])[C:4]=1[CH2:27][CH2:28][C:29]([OH:31])=O)[CH3:2].CCN(C(C)C)C(C)C.C1CN([P+](ON2N=NC3C=CC=CC2=3)(N2CCCC2)N2CCCC2)CC1.F[P-](F)(F)(F)(F)F.[CH2:74]([CH2:76][NH2:77])[OH:75]. Product: [CH2:1]([C:3]1[CH:8]=[C:7]([C:9]2[N:13]=[C:12]([C:14]3[CH:15]=[N:16][C:17]([N:21]([CH:23]([CH3:24])[CH3:25])[CH3:22])=[C:18]([CH3:20])[CH:19]=3)[O:11][N:10]=2)[CH:6]=[C:5]([CH3:26])[C:4]=1[CH2:27][CH2:28][C:29]([NH:77][CH2:76][CH2:74][OH:75])=[O:31])[CH3:2]. The catalyst class is: 3. (6) Reactant: [NH2:1][C:2]1[CH:10]=[CH:9][C:5]([C:6](O)=[O:7])=[CH:4][C:3]=1[O:11][C:12]([F:15])([F:14])[F:13].[H-].[Al+3].[Li+].[H-].[H-].[H-].O.[OH-].[Na+]. Product: [NH2:1][C:2]1[CH:10]=[CH:9][C:5]([CH2:6][OH:7])=[CH:4][C:3]=1[O:11][C:12]([F:13])([F:14])[F:15]. The catalyst class is: 1. (7) Reactant: [NH2:1][C:2]1[C:3]2[C:10]([C:11]([NH2:13])=[O:12])=[CH:9][N:8]([C@@H:14]3[O:24][C@H:23]4[C@@H:16]([O:17][Si:18]([CH:34]([CH3:36])[CH3:35])([CH:31]([CH3:33])[CH3:32])[O:19][Si:20]([CH:28]([CH3:30])[CH3:29])([CH:25]([CH3:27])[CH3:26])[O:21][CH2:22]4)[C@H:15]3[OH:37])[C:4]=2[N:5]=[CH:6][N:7]=1.[F:38][C:39]([F:52])([F:51])[S:40](O[S:40]([C:39]([F:52])([F:51])[F:38])(=[O:42])=[O:41])(=[O:42])=[O:41]. Product: [F:38][C:39]([F:52])([F:51])[S:40]([O:37][C@@H:15]1[C@@H:16]2[O:17][Si:18]([CH:31]([CH3:33])[CH3:32])([CH:34]([CH3:36])[CH3:35])[O:19][Si:20]([CH:28]([CH3:29])[CH3:30])([CH:25]([CH3:26])[CH3:27])[O:21][CH2:22][C@H:23]2[O:24][C@H:14]1[N:8]1[C:4]2[N:5]=[CH:6][N:7]=[C:2]([NH2:1])[C:3]=2[C:10]([C:11](=[O:12])[NH2:13])=[CH:9]1)(=[O:42])=[O:41]. The catalyst class is: 17.